From a dataset of Reaction yield outcomes from USPTO patents with 853,638 reactions. Predict the reaction yield, written as a fraction of the theoretical maximum amount of product (1.0 means a 100% yield; for example, 0.34 means a 34% yield). (1) The yield is 0.540. The product is [C:1]([C:3]1[CH:4]=[C:5]([CH:9]=[CH:10][CH:11]=1)[C:6]([NH:43][C:44]1[CH:52]=[C:51]2[C:47]([CH:48]=[N:49][N:50]2[CH:53]2[CH2:54][CH2:55][N:56]([C:59]([O:61][C:62]([CH3:65])([CH3:64])[CH3:63])=[O:60])[CH2:57][CH2:58]2)=[CH:46][CH:45]=1)=[O:8])#[N:2]. The reactants are [C:1]([C:3]1[CH:4]=[C:5]([CH:9]=[CH:10][CH:11]=1)[C:6]([OH:8])=O)#[N:2].F[B-](F)(F)F.N1(OC(N(C)C)=[N+](C)C)C2C=CC=CC=2N=N1.C(N(C(C)C)CC)(C)C.[NH2:43][C:44]1[CH:52]=[C:51]2[C:47]([CH:48]=[N:49][N:50]2[CH:53]2[CH2:58][CH2:57][N:56]([C:59]([O:61][C:62]([CH3:65])([CH3:64])[CH3:63])=[O:60])[CH2:55][CH2:54]2)=[CH:46][CH:45]=1.C(=O)(O)[O-].[Na+]. The catalyst is CN(C)C=O.O. (2) The reactants are [N+](C1C=C([N+]([O-])=O)C=CC=1NN)([O-])=O.S(=O)(=O)(O)O.[CH3:20][C:21]1([CH2:35][CH2:36][CH2:37][CH:38]([CH3:50])[CH2:39][CH2:40][CH2:41][CH:42]([CH3:49])[CH2:43][CH2:44][CH2:45][CH:46]([CH3:48])[CH3:47])[CH2:30][CH2:29][C:28]2[C:23]([C:24]([CH3:34])=[C:25]([CH3:33])[C:26](=O)[C:27]=2[CH3:31])=[N:22]1. The catalyst is C(O)C.O. The product is [CH3:20][C:21]1([CH2:35][CH2:36][CH2:37][CH:38]([CH3:50])[CH2:39][CH2:40][CH2:41][CH:42]([CH3:49])[CH2:43][CH2:44][CH2:45][CH:46]([CH3:48])[CH3:47])[CH2:30][CH2:29][C:28]2[C:23](=[C:24]([CH3:34])[C:25]([CH3:33])=[CH:26][C:27]=2[CH3:31])[NH:22]1. The yield is 0.950.